This data is from NCI-60 drug combinations with 297,098 pairs across 59 cell lines. The task is: Regression. Given two drug SMILES strings and cell line genomic features, predict the synergy score measuring deviation from expected non-interaction effect. (1) Drug 1: CNC(=O)C1=NC=CC(=C1)OC2=CC=C(C=C2)NC(=O)NC3=CC(=C(C=C3)Cl)C(F)(F)F. Drug 2: CCC1(C2=C(COC1=O)C(=O)N3CC4=CC5=C(C=CC(=C5CN(C)C)O)N=C4C3=C2)O.Cl. Cell line: HOP-62. Synergy scores: CSS=43.5, Synergy_ZIP=-1.09, Synergy_Bliss=-0.577, Synergy_Loewe=-35.9, Synergy_HSA=-0.244. (2) Drug 1: CC1=CC=C(C=C1)C2=CC(=NN2C3=CC=C(C=C3)S(=O)(=O)N)C(F)(F)F. Drug 2: CN1C2=C(C=C(C=C2)N(CCCl)CCCl)N=C1CCCC(=O)O.Cl. Cell line: PC-3. Synergy scores: CSS=-0.885, Synergy_ZIP=0.100, Synergy_Bliss=-1.87, Synergy_Loewe=-5.61, Synergy_HSA=-3.51.